This data is from NCI-60 drug combinations with 297,098 pairs across 59 cell lines. The task is: Regression. Given two drug SMILES strings and cell line genomic features, predict the synergy score measuring deviation from expected non-interaction effect. (1) Drug 1: C1CN1C2=NC(=NC(=N2)N3CC3)N4CC4. Drug 2: CNC(=O)C1=NC=CC(=C1)OC2=CC=C(C=C2)NC(=O)NC3=CC(=C(C=C3)Cl)C(F)(F)F. Cell line: A498. Synergy scores: CSS=0.518, Synergy_ZIP=-19.2, Synergy_Bliss=-53.5, Synergy_Loewe=-41.6, Synergy_HSA=-54.3. (2) Drug 1: CN1C(=O)N2C=NC(=C2N=N1)C(=O)N. Drug 2: C1=NC(=NC(=O)N1C2C(C(C(O2)CO)O)O)N. Cell line: IGROV1. Synergy scores: CSS=10.4, Synergy_ZIP=-2.93, Synergy_Bliss=-2.15, Synergy_Loewe=-6.04, Synergy_HSA=-2.11. (3) Drug 1: CC12CCC3C(C1CCC2=O)CC(=C)C4=CC(=O)C=CC34C. Drug 2: CC1=C2C(C(=O)C3(C(CC4C(C3C(C(C2(C)C)(CC1OC(=O)C(C(C5=CC=CC=C5)NC(=O)C6=CC=CC=C6)O)O)OC(=O)C7=CC=CC=C7)(CO4)OC(=O)C)O)C)OC(=O)C. Cell line: EKVX. Synergy scores: CSS=38.4, Synergy_ZIP=-6.10, Synergy_Bliss=-2.27, Synergy_Loewe=-9.93, Synergy_HSA=0.213. (4) Drug 1: C1=NC2=C(N1)C(=S)N=C(N2)N. Drug 2: CC12CCC3C(C1CCC2O)C(CC4=C3C=CC(=C4)O)CCCCCCCCCS(=O)CCCC(C(F)(F)F)(F)F. Cell line: UO-31. Synergy scores: CSS=25.0, Synergy_ZIP=-0.441, Synergy_Bliss=-1.47, Synergy_Loewe=-3.20, Synergy_HSA=-0.777. (5) Drug 1: CN(C)C1=NC(=NC(=N1)N(C)C)N(C)C. Drug 2: CC1=C(C(=O)C2=C(C1=O)N3CC4C(C3(C2COC(=O)N)OC)N4)N. Cell line: OVCAR3. Synergy scores: CSS=16.7, Synergy_ZIP=-0.624, Synergy_Bliss=7.48, Synergy_Loewe=-6.37, Synergy_HSA=2.45. (6) Drug 1: C1CCC(C1)C(CC#N)N2C=C(C=N2)C3=C4C=CNC4=NC=N3. Drug 2: C1C(C(OC1N2C=NC3=C(N=C(N=C32)Cl)N)CO)O. Cell line: MOLT-4. Synergy scores: CSS=64.5, Synergy_ZIP=-0.932, Synergy_Bliss=1.13, Synergy_Loewe=-24.9, Synergy_HSA=2.57.